From a dataset of Forward reaction prediction with 1.9M reactions from USPTO patents (1976-2016). Predict the product of the given reaction. (1) Given the reactants [CH:1](O)=[O:2].C(OC(=O)C)(=O)C.[NH2:11][C:12]1[CH:21]=[C:20]2[C:15]([CH2:16][CH2:17][CH:18]([C:22]([O:24][CH2:25][CH3:26])=[O:23])[O:19]2)=[CH:14][CH:13]=1.C(N(CC)CC)C.C(=O)(O)[O-].[Na+], predict the reaction product. The product is: [CH:1]([NH:11][C:12]1[CH:21]=[C:20]2[C:15]([CH2:16][CH2:17][CH:18]([C:22]([O:24][CH2:25][CH3:26])=[O:23])[O:19]2)=[CH:14][CH:13]=1)=[O:2]. (2) Given the reactants [CH3:1][O:2][CH2:3][CH2:4][NH:5][C:6]([NH2:8])=[S:7].C([O:11][CH:12](OCC)[CH2:13][C:14](OCC)=O)C.C[O-].[Na+], predict the reaction product. The product is: [CH3:1][O:2][CH2:3][CH2:4][N:5]1[CH:14]=[CH:13][C:12](=[O:11])[NH:8][C:6]1=[S:7]. (3) Given the reactants [CH:1]1([N:4]2[CH2:16][C@@H:7]3[C@H:8]([C:12]([O:14][CH3:15])=[O:13])[NH:9][CH2:10][CH2:11][N:6]3[C:5]2=[O:17])[CH2:3][CH2:2]1.[C:18](N)(C)(C)C, predict the reaction product. The product is: [C:1]([N:4]1[CH2:16][CH:7]2[CH:8]([C:12]([O:14][CH3:15])=[O:13])[NH:9][CH2:10][CH2:11][N:6]2[C:5]1=[O:17])([CH3:2])([CH3:3])[CH3:18]. (4) The product is: [C:5]([O:17][C:15]([O:1][C:2]1[CH:7]=[CH:6][C:5]([C:8]2[CH:9]=[CH:10][C:11](=[O:14])[N:12]([C:21]([O:23][C:24]([CH3:27])([CH3:25])[CH3:26])=[O:22])[N:13]=2)=[CH:4][CH:3]=1)=[O:18])([CH3:8])([CH3:6])[CH3:4]. Given the reactants [OH:1][C:2]1[CH:7]=[CH:6][C:5]([C:8]2[CH:9]=[CH:10][C:11](=[O:14])[NH:12][N:13]=2)=[CH:4][CH:3]=1.[C:15](=[O:18])([O-:17])[O-].[Cs+].[Cs+].[C:21](O[C:21]([O:23][C:24]([CH3:27])([CH3:26])[CH3:25])=[O:22])([O:23][C:24]([CH3:27])([CH3:26])[CH3:25])=[O:22], predict the reaction product. (5) Given the reactants [NH2:1][C:2]1[N:10]=[C:9]2[C:5]([N:6]=[CH:7][N:8]2[C@@H:11]2[O:17][C@H:16]([CH2:18][OH:19])[C@@H:14]([OH:15])[C@H:12]2[OH:13])=[C:4]([NH2:20])[N:3]=1.[H-].[Na+].Br[CH2:24][CH2:25][CH2:26][CH2:27][CH2:28][CH2:29][CH2:30][CH2:31][CH3:32], predict the reaction product. The product is: [NH2:1][C:2]1[N:10]=[C:9]2[C:5]([N:6]=[CH:7][N:8]2[C@@H:11]2[O:17][C@H:16]([CH2:18][OH:19])[C@@H:14]([OH:15])[C@H:12]2[O:13][CH2:24][CH2:25][CH2:26][CH2:27][CH2:28][CH2:29][CH2:30][CH2:31][CH3:32])=[C:4]([NH2:20])[N:3]=1. (6) Given the reactants [Br:1][C:2]1[CH:3]=[CH:4][C:5](I)=[C:6]([CH:16]=1)[CH2:7][N:8]([CH2:14][CH3:15])[C:9]([CH:11]1[CH2:13][CH2:12]1)=[O:10].[CH2:18]([O:20][C:21](=[O:40])[CH2:22][C:23]1[CH:28]=[CH:27][C:26]([O:29][CH3:30])=[C:25](B2OC(C)(C)C(C)(C)O2)[CH:24]=1)[CH3:19], predict the reaction product. The product is: [CH2:18]([O:20][C:21](=[O:40])[CH2:22][C:23]1[CH:24]=[C:25]([C:5]2[CH:4]=[CH:3][C:2]([Br:1])=[CH:16][C:6]=2[CH2:7][N:8]([C:9]([CH:11]2[CH2:13][CH2:12]2)=[O:10])[CH2:14][CH3:15])[C:26]([O:29][CH3:30])=[CH:27][CH:28]=1)[CH3:19]. (7) The product is: [C:1]1([C:24]2[CH:29]=[CH:28][CH:27]=[CH:26][CH:25]=2)[CH:6]=[CH:5][CH:4]=[C:3]([CH2:7][N:8]2[C:13](=[O:14])[C:12]([C:15]([NH:63][CH2:32][C:41]([OH:43])=[O:42])=[O:16])=[C:11]([OH:20])[C:10]([CH:21]([CH3:23])[CH3:22])=[N:9]2)[CH:2]=1.[C:54]1([C:48]2[CH:49]=[CH:50][CH:51]=[CH:52][CH:53]=2)[CH:61]=[CH:60][CH:59]=[CH:56][C:55]=1[CH2:7][N:8]1[C:13](=[O:14])[C:12]([C:15]([O:17][CH2:18][CH3:19])=[O:16])=[C:11]([OH:20])[C:10]([CH:21]([CH3:22])[CH3:23])=[N:9]1. Given the reactants [C:1]1([C:24]2[CH:29]=[CH:28][CH:27]=[CH:26][CH:25]=2)[CH:6]=[CH:5][CH:4]=[C:3]([CH2:7][N:8]2[C:13](=[O:14])[C:12]([C:15]([O:17][CH2:18][CH3:19])=[O:16])=[C:11]([OH:20])[C:10]([CH:21]([CH3:23])[CH3:22])=[N:9]2)[CH:2]=1.OC1C(C(C)C)=NNC(=O)[C:32]=1[C:41]([O:43]CC)=[O:42].[H-].[Na+].[C:48]1([C:54]2[CH:55]=[C:56]([CH:59]=[CH:60][CH:61]=2)CBr)[CH:53]=[CH:52][CH:51]=[CH:50][CH:49]=1.C[N:63](C)C=O, predict the reaction product.